This data is from Peptide-MHC class I binding affinity with 185,985 pairs from IEDB/IMGT. The task is: Regression. Given a peptide amino acid sequence and an MHC pseudo amino acid sequence, predict their binding affinity value. This is MHC class I binding data. (1) The peptide sequence is RASLIPDATH. The MHC is HLA-A31:01 with pseudo-sequence HLA-A31:01. The binding affinity (normalized) is 0.299. (2) The peptide sequence is GSEELRSLY. The MHC is HLA-A01:01 with pseudo-sequence HLA-A01:01. The binding affinity (normalized) is 0.604. (3) The binding affinity (normalized) is 0.351. The MHC is HLA-B58:01 with pseudo-sequence HLA-B58:01. The peptide sequence is STSTWVTYGT. (4) The peptide sequence is FFPSVRDLL. The MHC is Patr-A0401 with pseudo-sequence Patr-A0401. The binding affinity (normalized) is 0. (5) The peptide sequence is KVFPYALINK. The MHC is HLA-B15:01 with pseudo-sequence HLA-B15:01. The binding affinity (normalized) is 0.160.